Predict the reactants needed to synthesize the given product. From a dataset of Full USPTO retrosynthesis dataset with 1.9M reactions from patents (1976-2016). Given the product [Cl:1][C:2]1[C:7]([C:30]([F:33])([F:32])[F:31])=[CH:6][CH:5]=[CH:4][C:3]=1[CH2:9][NH:10][C:11](=[O:22])[C@@H:12]1[CH2:16][C:15]([CH3:18])([CH3:17])[C:14](=[O:19])[N:13]1[CH2:20][CH3:21], predict the reactants needed to synthesize it. The reactants are: [Cl:1][C:2]1[CH:7]=[C:6](F)[CH:5]=[CH:4][C:3]=1[CH2:9][NH:10][C:11](=[O:22])[C@@H:12]1[CH2:16][C:15]([CH3:18])([CH3:17])[C:14](=[O:19])[N:13]1[CH2:20][CH3:21].ClC1C([C:30]([F:33])([F:32])[F:31])=CC=CC=1CN.